This data is from Peptide-MHC class I binding affinity with 185,985 pairs from IEDB/IMGT. The task is: Regression. Given a peptide amino acid sequence and an MHC pseudo amino acid sequence, predict their binding affinity value. This is MHC class I binding data. (1) The binding affinity (normalized) is 0.615. The MHC is HLA-A31:01 with pseudo-sequence HLA-A31:01. The peptide sequence is CIPSRSKMLK. (2) The peptide sequence is EEVPTLIKTL. The MHC is HLA-B40:01 with pseudo-sequence HLA-B40:01. The binding affinity (normalized) is 0.175.